The task is: Predict which catalyst facilitates the given reaction.. This data is from Catalyst prediction with 721,799 reactions and 888 catalyst types from USPTO. (1) Reactant: [N:1]1[NH:2][N:3]=[C:4]([C:6]([O:8][CH2:9][CH3:10])=[O:7])[CH:5]=1.C(=O)([O-])[O-].[K+].[K+].I[CH:18]([CH3:20])[CH3:19]. Product: [CH3:19][CH:18]([N:3]1[C:4]([C:6]([O:8][CH2:9][CH3:10])=[O:7])=[CH:5][N:1]=[N:2]1)[CH3:20]. The catalyst class is: 10. (2) Reactant: C([N:3]([CH:11]1[CH2:16][CH2:15][NH:14][CH2:13][CH2:12]1)[C:4](=[O:10])[O:5][C:6]([CH3:9])(C)C)C.Br[CH2:18][C:19]1[CH:24]=[CH:23][C:22]([C:25]([OH:34])([C:30]([F:33])([F:32])[F:31])[C:26]([F:29])([F:28])[F:27])=[CH:21][CH:20]=1.C(=O)([O-])O.[Na+]. Product: [CH2:6]([O:5][C:4](=[O:10])[NH:3][CH:11]1[CH2:12][CH2:13][N:14]([CH2:18][C:19]2[CH:20]=[CH:21][C:22]([C:25]([OH:34])([C:26]([F:27])([F:28])[F:29])[C:30]([F:31])([F:32])[F:33])=[CH:23][CH:24]=2)[CH2:15][CH2:16]1)[CH3:9]. The catalyst class is: 10. (3) Reactant: [CH3:1][C:2]1([CH3:18])[C:6]([CH3:8])([CH3:7])[O:5][B:4]([C:9]2[CH:17]=[CH:16][C:12]([C:13]([OH:15])=O)=[CH:11][CH:10]=2)[O:3]1.[N:19]1([C:25]([O:27][C:28]([CH3:31])([CH3:30])[CH3:29])=[O:26])[CH2:24][CH2:23][NH:22][CH2:21][CH2:20]1.O.N1(O)C2C=CC=CC=2N=N1.Cl.C(N=C=NCCCN(C)C)C.C(N(CC)CC)C. Product: [CH3:18][C:2]1([CH3:1])[C:6]([CH3:7])([CH3:8])[O:5][B:4]([C:9]2[CH:10]=[CH:11][C:12]([C:13]([N:22]3[CH2:21][CH2:20][N:19]([C:25]([O:27][C:28]([CH3:31])([CH3:30])[CH3:29])=[O:26])[CH2:24][CH2:23]3)=[O:15])=[CH:16][CH:17]=2)[O:3]1. The catalyst class is: 4. (4) Reactant: [CH3:1][CH:2]1[CH:6]([C:7]([O:9][CH2:10][CH3:11])=[O:8])[CH2:5][C:4](=[O:12])[NH:3]1.[H-].[Na+].[CH3:15][O:16][C:17]1[CH:24]=[CH:23][C:20]([CH2:21]Cl)=[CH:19][CH:18]=1.[I-].C([NH3+])(C)(C)C. Product: [CH3:15][O:16][C:17]1[CH:24]=[CH:23][C:20]([CH2:21][N:3]2[C:4](=[O:12])[CH2:5][CH:6]([C:7]([O:9][CH2:10][CH3:11])=[O:8])[CH:2]2[CH3:1])=[CH:19][CH:18]=1. The catalyst class is: 3. (5) Reactant: C(O)(C)C.[C:5]([OH:14])(=[O:13])[C@@H:6]([C@H:8]([C:10]([OH:12])=[O:11])[OH:9])[OH:7].[CH3:15][C@@H:16]([NH:26][CH2:27][C@H:28]([OH:39])[C:29]1[CH:34]=[CH:33][C:32]([OH:35])=[C:31]([NH:36][CH:37]=[O:38])[CH:30]=1)[CH2:17][C:18]1[CH:23]=[CH:22][C:21]([O:24][CH3:25])=[CH:20][CH:19]=1. Product: [CH3:15][C@@H:16]([NH:26][CH2:27][C@H:28]([OH:39])[C:29]1[CH:34]=[CH:33][C:32]([OH:35])=[C:31]([NH:36][CH:37]=[O:38])[CH:30]=1)[CH2:17][C:18]1[CH:23]=[CH:22][C:21]([O:24][CH3:25])=[CH:20][CH:19]=1.[CH:6]([OH:7])([C:5]([OH:14])=[O:13])[CH:8]([OH:9])[C:10]([OH:12])=[O:11]. The catalyst class is: 6. (6) Reactant: [Si]([O:18][CH2:19][C:20]1[CH:21]=[C:22]([C:25]([CH3:29])([CH3:28])[C:26]#[N:27])[S:23][CH:24]=1)(C(C)(C)C)(C1C=CC=CC=1)C1C=CC=CC=1.[F-].C([N+](CCCC)(CCCC)CCCC)CCC. Product: [OH:18][CH2:19][C:20]1[CH:21]=[C:22]([C:25]([CH3:29])([CH3:28])[C:26]#[N:27])[S:23][CH:24]=1. The catalyst class is: 1. (7) Reactant: [CH:1](=O)[CH2:2][CH2:3][CH2:4][CH:5]=[O:6].Cl.[CH2:9]([NH2:16])[C:10]1[CH:15]=[CH:14][CH:13]=[CH:12][CH:11]=1.O=[C:18]([CH2:23]C(O)=O)[CH2:19]C(O)=O.C([O-])(=O)C.[Na+].Cl. Product: [CH2:9]([N:16]1[CH:3]2[CH2:2][CH2:1][CH2:23][CH:18]1[CH2:19][C:5](=[O:6])[CH2:4]2)[C:10]1[CH:15]=[CH:14][CH:13]=[CH:12][CH:11]=1. The catalyst class is: 6.